From a dataset of Catalyst prediction with 721,799 reactions and 888 catalyst types from USPTO. Predict which catalyst facilitates the given reaction. (1) Reactant: [Br:1][C:2]1[CH:7]=[CH:6][C:5]([C:8](=[O:14])[C:9](OCC)=[O:10])=[CH:4][CH:3]=1.[BH4-].[Na+]. Product: [Br:1][C:2]1[CH:3]=[CH:4][C:5]([CH:8]([OH:14])[CH2:9][OH:10])=[CH:6][CH:7]=1. The catalyst class is: 8. (2) Reactant: Cl[C:2]1[N:11]=[C:10]([NH:12][CH2:13][C:14]2[CH:19]=[CH:18][C:17]([NH:20][C:21](=[O:29])[C:22]3[CH:27]=[CH:26][C:25]([F:28])=[CH:24][CH:23]=3)=[CH:16][CH:15]=2)[C:9]2[C:4](=[CH:5][C:6]([CH3:30])=[CH:7][CH:8]=2)[N:3]=1. Product: [CH2:10]([N:12]([CH2:13][CH3:14])[C:2]1[N:11]=[C:10]([NH:12][CH2:13][C:14]2[CH:19]=[CH:18][C:17]([NH:20][C:21](=[O:29])[C:22]3[CH:27]=[CH:26][C:25]([F:28])=[CH:24][CH:23]=3)=[CH:16][CH:15]=2)[C:9]2[C:4](=[CH:5][C:6]([CH3:30])=[CH:7][CH:8]=2)[N:3]=1)[CH3:9]. The catalyst class is: 12.